From a dataset of Catalyst prediction with 721,799 reactions and 888 catalyst types from USPTO. Predict which catalyst facilitates the given reaction. (1) Reactant: [O:1]=[C:2]1[CH2:5][CH:4](C(O)=O)[CH2:3]1.C([N:11]([CH2:14]C)CC)C.C1(P(N=[N+]=[N-])(C2C=CC=CC=2)=[O:23])C=CC=CC=1.[C:33]([OH:37])([CH3:36])([CH3:35])[CH3:34]. Product: [O:1]=[C:2]1[CH2:3][CH:4]([NH:11][C:14](=[O:23])[O:37][C:33]([CH3:36])([CH3:35])[CH3:34])[CH2:5]1. The catalyst class is: 11. (2) Reactant: [Br:1][C:2]1[CH:3]=[CH:4][C:5]([O:9][C:10]2[CH:15]=[CH:14][CH:13]=[CH:12][C:11]=2[C:16]([CH3:19])([CH3:18])[CH3:17])=[C:6]([CH:8]=1)[NH2:7].[N:20]([C:23]1[CH:28]=[CH:27][C:26]([CH3:29])=[CH:25][CH:24]=1)=[C:21]=[O:22].CN(C)CCN. Product: [Br:1][C:2]1[CH:3]=[CH:4][C:5]([O:9][C:10]2[CH:15]=[CH:14][CH:13]=[CH:12][C:11]=2[C:16]([CH3:19])([CH3:18])[CH3:17])=[C:6]([NH:7][C:21]([NH:20][C:23]2[CH:28]=[CH:27][C:26]([CH3:29])=[CH:25][CH:24]=2)=[O:22])[CH:8]=1. The catalyst class is: 295. (3) Reactant: [Cl:1][C:2]1[CH:3]=[C:4]([NH:9][C:10]2[C:19]3[C:14](=[CH:15][CH:16]=[CH:17][C:18]=3[O:20][C@H:21]3[CH2:26][CH2:25][CH2:24][N:23]([C:27]([O:29][C:30]([CH3:33])([CH3:32])[CH3:31])=[O:28])[CH2:22]3)[N:13]=[CH:12][N:11]=2)[CH:5]=[CH:6][C:7]=1[OH:8].Cl.[N:35]1[CH:40]=[CH:39][CH:38]=[CH:37][C:36]=1[CH2:41]Cl.C(=O)([O-])[O-].[K+].[K+].C1OCCOCCOCCOCCOCCOC1. Product: [Cl:1][C:2]1[CH:3]=[C:4]([NH:9][C:10]2[C:19]3[C:14](=[CH:15][CH:16]=[CH:17][C:18]=3[O:20][C@H:21]3[CH2:26][CH2:25][CH2:24][N:23]([C:27]([O:29][C:30]([CH3:33])([CH3:32])[CH3:31])=[O:28])[CH2:22]3)[N:13]=[CH:12][N:11]=2)[CH:5]=[CH:6][C:7]=1[O:8][CH2:41][C:36]1[CH:37]=[CH:38][CH:39]=[CH:40][N:35]=1. The catalyst class is: 3. (4) The catalyst class is: 23. Product: [CH3:22][O:21][C:12]1[C:13]([O:19][CH3:20])=[C:14]([O:17][CH3:18])[CH:15]=[CH:16][C:11]=1[C:7]1[CH:8]=[CH:9][CH:10]=[C:5]([C:3]([OH:4])=[O:2])[CH:6]=1. Reactant: C[O:2][C:3]([C:5]1[CH:6]=[C:7]([C:11]2[CH:16]=[CH:15][C:14]([O:17][CH3:18])=[C:13]([O:19][CH3:20])[C:12]=2[O:21][CH3:22])[CH:8]=[CH:9][CH:10]=1)=[O:4].[Li+].[OH-].Cl. (5) Reactant: [CH:1]1([N:6]2[CH2:11][CH2:10][N:9]([C:12]([C:14]3[CH:15]=[C:16]4[C:20](=[CH:21][CH:22]=3)[NH:19][C:18]([C:23]([N:25]3[CH2:30][CH2:29][C:28]([F:32])([F:31])[CH2:27][CH2:26]3)=[O:24])=[CH:17]4)=[O:13])[CH2:8][CH2:7]2)[CH2:5][CH2:4][CH2:3][CH2:2]1.[F:33][C:34]1[CH:35]=[C:36](B(O)O)[CH:37]=[CH:38][CH:39]=1.N1C=CC=CC=1. Product: [CH:1]1([N:6]2[CH2:7][CH2:8][N:9]([C:12]([C:14]3[CH:15]=[C:16]4[C:20](=[CH:21][CH:22]=3)[N:19]([C:38]3[CH:37]=[CH:36][CH:35]=[C:34]([F:33])[CH:39]=3)[C:18]([C:23]([N:25]3[CH2:26][CH2:27][C:28]([F:31])([F:32])[CH2:29][CH2:30]3)=[O:24])=[CH:17]4)=[O:13])[CH2:10][CH2:11]2)[CH2:5][CH2:4][CH2:3][CH2:2]1. The catalyst class is: 221. (6) Reactant: [N:1]1C=CC=CC=1C1N=NN(C2C=CC(NC3C4N(C=CN=4)C(C4C=CC(C(N)=O)=CC=4)=CN=3)=CC=2)C=1.[CH3:37][N:38]([CH3:54])[CH2:39][C:40]1[N:41]=[N:42][N:43]([C:45]2[CH:50]=[CH:49][C:48]([N+:51]([O-:53])=[O:52])=[CH:47][CH:46]=2)[CH:44]=1.[Sn](Cl)Cl. Product: [NH3:1].[CH3:37][N:38]([CH3:54])[CH2:39][C:40]1[N:41]=[N:42][N:43]([C:45]2[CH:46]=[CH:47][C:48]([N+:51]([O-:53])=[O:52])=[CH:49][CH:50]=2)[CH:44]=1. The catalyst class is: 242. (7) Reactant: C(OC([N:8]1[CH2:13][CH2:12][CH:11]([N:14]2[CH:18]=[C:17]([C:19]3[CH:20]=[N:21][C:22]([NH2:34])=[C:23](B4OC(C)(C)C(C)(C)O4)[CH:24]=3)[CH:16]=[N:15]2)[CH2:10][CH2:9]1)=O)(C)(C)C.[Br:35][C:36]1[C:41]2[N:42]=[C:43](I)[S:44][C:40]=2[CH:39]=[C:38]([O:46][C:47]([F:50])([F:49])[F:48])[CH:37]=1.C(=O)([O-])[O-].[K+].[K+]. Product: [Br:35][C:36]1[C:41]2[N:42]=[C:43]([C:23]3[C:22]([NH2:34])=[N:21][CH:20]=[C:19]([C:17]4[CH:16]=[N:15][N:14]([CH:11]5[CH2:10][CH2:9][NH:8][CH2:13][CH2:12]5)[CH:18]=4)[CH:24]=3)[S:44][C:40]=2[CH:39]=[C:38]([O:46][C:47]([F:50])([F:49])[F:48])[CH:37]=1. The catalyst class is: 108. (8) Reactant: O=[C:2]([C:15]1[CH:20]=[CH:19][CH:18]=[CH:17][CH:16]=1)[CH2:3][CH:4]1[C:13]2[C:8](=[CH:9][CH:10]=[CH:11][CH:12]=2)[CH2:7][CH2:6][C:5]1=O.[NH2:21][C:22]1[CH:30]=[C:26]([C:27]([OH:29])=[O:28])[C:25]([OH:31])=[CH:24][CH:23]=1. Product: [OH:31][C:25]1[CH:24]=[CH:23][C:22]([N:21]2[C:5]3[CH2:6][CH2:7][C:8]4[CH:9]=[CH:10][CH:11]=[CH:12][C:13]=4[C:4]=3[CH:3]=[C:2]2[C:15]2[CH:20]=[CH:19][CH:18]=[CH:17][CH:16]=2)=[CH:30][C:26]=1[CH:27]([OH:29])[OH:28]. The catalyst class is: 15.